This data is from Reaction yield outcomes from USPTO patents with 853,638 reactions. The task is: Predict the reaction yield, written as a fraction of the theoretical maximum amount of product (1.0 means a 100% yield; for example, 0.34 means a 34% yield). (1) The reactants are [C:1]([OH:12])(=O)/[CH:2]=[C:3](/[CH2:5][CH2:6][CH:7]=[C:8]([CH3:10])[CH3:9])\[CH3:4].C(N(CC)CC)C.ClC(OCC(C)C)=O.[NH2:28][C@H:29]([C:32]([OH:34])=[O:33])[CH2:30][SH:31].Cl. The catalyst is [OH-].[Na+].C1COCC1. The product is [C:1]([NH:28][C@H:29]([C:32]([OH:34])=[O:33])[CH2:30][SH:31])(=[O:12])/[CH:2]=[C:3](/[CH2:5][CH2:6][CH:7]=[C:8]([CH3:9])[CH3:10])\[CH3:4]. The yield is 0.195. (2) The reactants are [H-].[Na+].[I-].[CH3:4][S+](C)(C)=O.[C:9]1([CH2:15][N:16]2[CH2:20][CH:19]=[C:18]([C:21]3[CH:26]=[CH:25][C:24]([C:27]([F:30])([F:29])[F:28])=[CH:23][N:22]=3)[CH2:17]2)[CH:14]=[CH:13][CH:12]=[CH:11][CH:10]=1.[Cl-].[NH4+]. The catalyst is CS(C)=O. The product is [C:9]1([CH2:15][N:16]2[CH2:20][CH:19]3[C:18]([C:21]4[CH:26]=[CH:25][C:24]([C:27]([F:29])([F:30])[F:28])=[CH:23][N:22]=4)([CH2:4]3)[CH2:17]2)[CH:14]=[CH:13][CH:12]=[CH:11][CH:10]=1. The yield is 0.890.